Dataset: Forward reaction prediction with 1.9M reactions from USPTO patents (1976-2016). Task: Predict the product of the given reaction. (1) Given the reactants C[O:2][C:3](=[O:43])[C:4]1[CH:9]=[CH:8][C:7]([C:10]2[C:16]3=[CH:17][C:18]4[C:19]([CH3:28])([CH3:27])[CH2:20][CH2:21][C:22]([CH3:26])([CH3:25])[C:23]=4[CH:24]=[C:15]3[N:14]([CH3:29])[C:13]3[CH:30]=[CH:31][C:32](B4OC(C)(C)C(C)(C)O4)=[CH:33][C:12]=3[N:11]=2)=[CH:6][CH:5]=1.[OH-].[Na+].Cl.C1C[O:50][CH2:49][CH2:48]1.CO, predict the reaction product. The product is: [C:49]([C:32]1[CH:31]=[CH:30][C:13]2[N:14]([CH3:29])[C:15]3[C:16]([C:10]([C:7]4[CH:8]=[CH:9][C:4]([C:3]([OH:2])=[O:43])=[CH:5][CH:6]=4)=[N:11][C:12]=2[CH:33]=1)=[CH:17][C:18]1[C:19]([CH3:27])([CH3:28])[CH2:20][CH2:21][C:22]([CH3:25])([CH3:26])[C:23]=1[CH:24]=3)(=[O:50])[CH3:48]. (2) Given the reactants [C:1]([O:5][C:6]([N:8]1[C:16]2[C:11](=[CH:12][CH:13]=[CH:14][CH:15]=2)[C:10]([CH2:17][CH:18]([NH:22][C:23](=[O:57])[CH:24]([NH:33][C:34](=[O:56])[CH2:35][S:36][C:37]([C:50]2[CH:55]=[CH:54][CH:53]=[CH:52][CH:51]=2)([C:44]2[CH:49]=[CH:48][CH:47]=[CH:46][CH:45]=2)[C:38]2[CH:43]=[CH:42][CH:41]=[CH:40][CH:39]=2)[CH2:25][C:26]([O:28][C:29]([CH3:32])([CH3:31])[CH3:30])=[O:27])[C:19]([OH:21])=[O:20])=[CH:9]1)=[O:7])([CH3:4])([CH3:3])[CH3:2].[C:58]1([CH2:64]C(S[C:64](C2C=CC=CC=2)(C2C=CC=CC=2)[C:58]2[CH:63]=[CH:62][CH:61]=[CH:60][CH:59]=2)C(O)=O)[CH:63]=[CH:62][CH:61]=[CH:60][CH:59]=1.CC(C)N=C=NC(C)C.C1C=CC2N(O)N=NC=2C=1, predict the reaction product. The product is: [C:1]([O:5][C:6]([N:8]1[C:16]2[C:11](=[CH:12][CH:13]=[CH:14][CH:15]=2)[C:10]([CH2:17][CH:18]([NH:22][C:23](=[O:57])[CH:24]([NH:33][C:34](=[O:56])[CH:35]([S:36][C:37]([C:44]2[CH:45]=[CH:46][CH:47]=[CH:48][CH:49]=2)([C:50]2[CH:55]=[CH:54][CH:53]=[CH:52][CH:51]=2)[C:38]2[CH:39]=[CH:40][CH:41]=[CH:42][CH:43]=2)[CH2:64][C:58]2[CH:63]=[CH:62][CH:61]=[CH:60][CH:59]=2)[CH2:25][C:26]([O:28][C:29]([CH3:31])([CH3:30])[CH3:32])=[O:27])[C:19]([OH:21])=[O:20])=[CH:9]1)=[O:7])([CH3:2])([CH3:3])[CH3:4]. (3) The product is: [C:1]([C:4]1[C:9]([C:10]2[CH:15]=[CH:14][CH:13]=[CH:12][CH:11]=2)=[N:8][N:7]([CH2:16][CH3:17])[C:6](=[O:18])[C:5]=1[NH:19][C:27]1[CH:28]=[CH:29][CH:30]=[C:31]2[C:26]=1[CH:25]=[CH:24][N:23]=[CH:22]2)(=[O:3])[CH3:2]. Given the reactants [C:1]([C:4]1[C:9]([C:10]2[CH:15]=[CH:14][CH:13]=[CH:12][CH:11]=2)=[N:8][N:7]([CH2:16][CH3:17])[C:6](=[O:18])[C:5]=1[N+:19]([O-])=O)(=[O:3])[CH3:2].[CH:22]1[C:31]2[CH:30]=[CH:29][CH:28]=[C:27](N)[C:26]=2[CH:25]=[CH:24][N:23]=1, predict the reaction product. (4) Given the reactants [C:1]([O:5][C:6]([NH:8][C@@H:9]([C:17]([OH:19])=O)[CH2:10][C:11]1[CH:16]=[CH:15][CH:14]=[CH:13][CH:12]=1)=[O:7])([CH3:4])([CH3:3])[CH3:2].[CH3:20][O:21][C:22]1[CH:23]=[C:24]([C:30]2[C@H:31]3[CH2:45][CH2:44][CH2:43][C@H:32]3[C:33](=[O:42])[N:34]([CH:36]3[CH2:41][CH2:40][NH:39][CH2:38][CH2:37]3)[N:35]=2)[CH:25]=[CH:26][C:27]=1[O:28][CH3:29].CCN(C(C)C)C(C)C.C(P1(=O)OP(CCC)(=O)OP(CCC)(=O)O1)CC.C(=O)(O)[O-].[Na+], predict the reaction product. The product is: [CH3:20][O:21][C:22]1[CH:23]=[C:24]([C:30]2[C@H:31]3[CH2:45][CH2:44][CH2:43][C@H:32]3[C:33](=[O:42])[N:34]([CH:36]3[CH2:41][CH2:40][N:39]([C:17](=[O:19])[C@H:9]([NH:8][C:6](=[O:7])[O:5][C:1]([CH3:2])([CH3:3])[CH3:4])[CH2:10][C:11]4[CH:12]=[CH:13][CH:14]=[CH:15][CH:16]=4)[CH2:38][CH2:37]3)[N:35]=2)[CH:25]=[CH:26][C:27]=1[O:28][CH3:29].